Predict the reactants needed to synthesize the given product. From a dataset of Full USPTO retrosynthesis dataset with 1.9M reactions from patents (1976-2016). Given the product [CH:1]1([C@H:7]([NH:12][C:13]([C:15]2[CH:19]=[C:18]([C:20]3[CH:25]=[CH:24][CH:23]=[C:22]([O:26][CH3:27])[CH:21]=3)[S:17][C:16]=2[NH:28][C:29]([NH:31][C:32]2[C:33]([Cl:39])=[CH:34][CH:35]=[CH:36][C:37]=2[Cl:38])=[O:30])=[O:14])[C:8]([OH:10])=[O:9])[CH2:6][CH2:5][CH2:4][CH2:3][CH2:2]1, predict the reactants needed to synthesize it. The reactants are: [CH:1]1([C@H:7]([NH:12][C:13]([C:15]2[CH:19]=[C:18]([C:20]3[CH:25]=[CH:24][CH:23]=[C:22]([O:26][CH3:27])[CH:21]=3)[S:17][C:16]=2[NH:28][C:29]([NH:31][C:32]2[C:37]([Cl:38])=[CH:36][CH:35]=[CH:34][C:33]=2[Cl:39])=[O:30])=[O:14])[C:8]([O:10]C)=[O:9])[CH2:6][CH2:5][CH2:4][CH2:3][CH2:2]1.[OH-].[Li+].